The task is: Regression. Given a peptide amino acid sequence and an MHC pseudo amino acid sequence, predict their binding affinity value. This is MHC class II binding data.. This data is from Peptide-MHC class II binding affinity with 134,281 pairs from IEDB. (1) The peptide sequence is LEAAVKQAYAATVAT. The MHC is HLA-DQA10401-DQB10402 with pseudo-sequence HLA-DQA10401-DQB10402. The binding affinity (normalized) is 0.259. (2) The peptide sequence is DVKFPGGGQIVGGVYLLPRR. The MHC is HLA-DQA10401-DQB10402 with pseudo-sequence HLA-DQA10401-DQB10402. The binding affinity (normalized) is 0.289.